This data is from Reaction yield outcomes from USPTO patents with 853,638 reactions. The task is: Predict the reaction yield, written as a fraction of the theoretical maximum amount of product (1.0 means a 100% yield; for example, 0.34 means a 34% yield). (1) The reactants are [CH3:1][O:2][C:3]1[C:15]2[NH:14][C:13]3[C:8](=[CH:9][C:10]([C:16]([OH:18])=O)=[CH:11][CH:12]=3)[C:7]=2[CH:6]=[C:5]2[C:19]3[CH:20]=[C:21]([C:26]([OH:28])=O)[CH:22]=[CH:23][C:24]=3[NH:25][C:4]=12.F[P-](F)(F)(F)(F)F.[N:36]1(O[P+](N2CCCC2)(N2CCCC2)N2CCCC2)C2C=CC=CC=2N=N1.[CH3:62][N:63]([CH3:67])[CH2:64][CH2:65][NH2:66].[CH:68]([N:71]([CH2:75]C)[CH:72](C)C)(C)[CH3:69]. The catalyst is CN(C=O)C. The product is [CH3:62][N:63]([CH3:67])[CH2:64][CH2:65][NH:66][C:26]([C:21]1[CH:20]=[C:19]2[C:24](=[CH:23][CH:22]=1)[NH:25][C:4]1[C:3]([O:2][CH3:1])=[C:15]3[NH:14][C:13]4[CH:12]=[CH:11][C:10]([C:16]([NH:36][CH2:69][CH2:68][N:71]([CH3:75])[CH3:72])=[O:18])=[CH:9][C:8]=4[C:7]3=[CH:6][C:5]2=1)=[O:28]. The yield is 0.760. (2) The yield is 0.550. The product is [Cl:1][C:2]1[C:7]([I:8])=[CH:6][C:5]([NH:9][CH:10]([CH3:14])[C:11]([N:20]2[CH2:21][CH2:22][N:17]([CH:23]3[CH2:24][N:25]([C:27]([O:29][C:30]([CH3:33])([CH3:32])[CH3:31])=[O:28])[CH2:26]3)[CH2:18][CH2:19]2)=[O:13])=[C:4]([O:15][CH3:16])[CH:3]=1. The catalyst is CN(C=O)C. The reactants are [Cl:1][C:2]1[C:7]([I:8])=[CH:6][C:5]([NH:9][CH:10]([CH3:14])[C:11]([OH:13])=O)=[C:4]([O:15][CH3:16])[CH:3]=1.[N:17]1([CH:23]2[CH2:26][N:25]([C:27]([O:29][C:30]([CH3:33])([CH3:32])[CH3:31])=[O:28])[CH2:24]2)[CH2:22][CH2:21][NH:20][CH2:19][CH2:18]1.CCN=C=NCCCN(C)C.Cl.C1C=CC2N(O)N=NC=2C=1.CCN(CC)CC. (3) The catalyst is C1(C)C=CC=CC=1. The yield is 0.760. The reactants are [NH2:1][C:2]1[CH:11]=[CH:10][C:9]([I:12])=[CH:8][C:3]=1[C:4]([O:6][CH3:7])=[O:5].C[O:14][C:15](=O)[CH2:16][C:17]([CH3:19])=[O:18]. The product is [C:15]([NH:1][C:2]1[CH:11]=[CH:10][C:9]([I:12])=[CH:8][C:3]=1[C:4]([O:6][CH3:7])=[O:5])(=[O:14])[CH2:16][C:17]([CH3:19])=[O:18]. (4) The product is [F:1][C:2]1[CH:3]=[CH:4][C:5]([C:8]2[C:16]3[C:11](=[CH:12][CH:13]=[C:14]([C:17](=[O:19])[CH3:18])[CH:15]=3)[NH:10][N:9]=2)=[CH:6][CH:7]=1. The yield is 1.00. The reactants are [F:1][C:2]1[CH:7]=[CH:6][C:5]([C:8]2[C:16]3[C:11](=[CH:12][CH:13]=[C:14]([C:17](=[O:19])[CH3:18])[CH:15]=3)[N:10](C3CCCCO3)[N:9]=2)=[CH:4][CH:3]=1.Cl. The catalyst is CO. (5) The reactants are [Br:1][C:2]1[CH:3]=[CH:4][C:5]([N:17]=[C:18]=S)=[C:6]([CH:16]=1)[CH2:7][O:8][Si](C(C)(C)C)(C)C.[CH3:20][O:21][C:22]1[CH:23]=[CH:24][CH:25]=[C:26]2[C:30]=1[CH:29]([NH2:31])[CH2:28][CH2:27]2. No catalyst specified. The product is [Br:1][C:2]1[CH:3]=[CH:4][C:5]2[N:17]=[C:18]([NH:31][CH:29]3[C:30]4[C:26](=[CH:25][CH:24]=[CH:23][C:22]=4[O:21][CH3:20])[CH2:27][CH2:28]3)[O:8][CH2:7][C:6]=2[CH:16]=1. The yield is 0.670. (6) The reactants are N[C@H]1C2C(=CC=CC=2)C[C@H]1O.[Br:12][CH2:13][C:14]([C:16]1[CH:21]=[CH:20][C:19]([O:22][CH2:23][C:24]2[CH:29]=[CH:28][CH:27]=[CH:26][CH:25]=2)=[C:18]([N+:30]([O-:32])=[O:31])[CH:17]=1)=[O:15]. The catalyst is C1COCC1. The product is [N+:30]([C:18]1[CH:17]=[C:16]([C@H:14]([OH:15])[CH2:13][Br:12])[CH:21]=[CH:20][C:19]=1[O:22][CH2:23][C:24]1[CH:29]=[CH:28][CH:27]=[CH:26][CH:25]=1)([O-:32])=[O:31]. The yield is 0.940. (7) The reactants are [CH2:1]1[CH2:6][C@H:5]([C:7]([OH:9])=[O:8])[CH2:4][CH2:3][C@H:2]1[CH2:10][NH2:11].[C:12]([O:16][CH:17]([O:20][C:21](ON1C(=O)CCC1=O)=[O:22])[CH2:18][CH3:19])(=[O:15])[CH2:13][CH3:14]. The catalyst is CC(OC)(C)C.CC(C)=O.O. The product is [C:12]([O:16][CH:17]([O:20][C:21]([NH:11][CH2:10][C@H:2]1[CH2:3][CH2:4][C@H:5]([C:7]([OH:9])=[O:8])[CH2:6][CH2:1]1)=[O:22])[CH2:18][CH3:19])(=[O:15])[CH2:13][CH3:14]. The yield is 0.530. (8) The reactants are [NH2:1][C:2]1[C:3]([C:29]([O:31]CC)=O)=[N:4][C:5]([C:13]2[CH:18]=[CH:17][CH:16]=[C:15]([C:19]#[C:20][C@:21]3([OH:28])[CH2:25][CH2:24][N:23]([CH3:26])[C:22]3=[O:27])[CH:14]=2)=[N:6][C:7]=1[O:8][CH2:9][CH2:10][O:11][CH3:12].[NH3:34]. No catalyst specified. The product is [NH2:1][C:2]1[C:3]([C:29]([NH2:34])=[O:31])=[N:4][C:5]([C:13]2[CH:18]=[CH:17][CH:16]=[C:15]([C:19]#[C:20][C@:21]3([OH:28])[CH2:25][CH2:24][N:23]([CH3:26])[C:22]3=[O:27])[CH:14]=2)=[N:6][C:7]=1[O:8][CH2:9][CH2:10][O:11][CH3:12]. The yield is 0.0500. (9) The reactants are Br[C:2]1[S:3][CH:4]=[C:5]([Br:7])[N:6]=1.Cl[Mg]C(C)C.[F:13][C:14]1[C:19]([C:20](N(OC)C)=[O:21])=[CH:18][CH:17]=[CH:16][N:15]=1. The yield is 0.310. The catalyst is CCOCC. The product is [Br:7][C:5]1[N:6]=[C:2]([C:20]([C:19]2[C:14]([F:13])=[N:15][CH:16]=[CH:17][CH:18]=2)=[O:21])[S:3][CH:4]=1.